Dataset: Forward reaction prediction with 1.9M reactions from USPTO patents (1976-2016). Task: Predict the product of the given reaction. Given the reactants S([C:5]1C=CC(C)=CC=1)(O)(=O)=O.N1C=CC=CC=1.[CH2:18]1[C@@H:20]2[C:21](=[O:39])[C@:22]3([CH2:37][CH:36]=[C:35]4[C@@H:25]([CH:26]=[CH:27][C:28]5[C@:33]4([CH3:34])[CH2:32][CH2:31][C:30](=[O:38])[CH:29]=5)[C@@H:24]3[C@H:19]12)[CH3:23].N1C=CC=CC=1, predict the reaction product. The product is: [CH3:5][O:38][C:30]1[CH2:31][CH2:32][C@@:33]2([CH3:34])[C:28](=[CH:27][CH2:26][C@@H:25]3[C:35]2=[CH:36][CH2:37][C@@:22]2([CH3:23])[C@H:24]3[C@@H:19]3[CH2:18][C@@H:20]3[C:21]2=[O:39])[CH:29]=1.